From a dataset of Peptide-MHC class I binding affinity with 185,985 pairs from IEDB/IMGT. Regression. Given a peptide amino acid sequence and an MHC pseudo amino acid sequence, predict their binding affinity value. This is MHC class I binding data. (1) The peptide sequence is GDYKLVEI. The MHC is Patr-B1301 with pseudo-sequence Patr-B1301. The binding affinity (normalized) is 0.0667. (2) The peptide sequence is APFMSDLQF. The MHC is HLA-B54:01 with pseudo-sequence HLA-B54:01. The binding affinity (normalized) is 0.0294. (3) The MHC is HLA-A02:01 with pseudo-sequence HLA-A02:01. The peptide sequence is KEAVNHFHL. The binding affinity (normalized) is 0.0847.